From a dataset of Catalyst prediction with 721,799 reactions and 888 catalyst types from USPTO. Predict which catalyst facilitates the given reaction. Reactant: [NH:1]([C:21]([O:23][C:24]([CH3:27])([CH3:26])[CH3:25])=[O:22])[C@@H:2]([C:18]([OH:20])=O)[CH2:3][C:4]1[CH:9]=[CH:8][C:7]([O:10][CH2:11][C:12]2[CH:17]=[CH:16][CH:15]=[CH:14][CH:13]=2)=[CH:6][CH:5]=1.[CH:28]1[CH:29]=[CH:30][C:31]2N(O)N=N[C:32]=2[CH:33]=1.CN(C(ON1[N:54]=[N:53][C:48]2C=CC=CC1=2)=[N+](C)C)C.F[P-](F)(F)(F)(F)F.CC[N:64]([CH:68](C)C)C(C)C.C(O)(C(F)(F)F)=[O:72]. Product: [NH2:64][CH2:68][C:32]1[CH:31]=[CH:30][C:29]([C:48]([NH:53][NH:54][C:18](=[O:20])[C@H:2]([NH:1][C:21]([O:23][C:24]([CH3:26])([CH3:27])[CH3:25])=[O:22])[CH2:3][C:4]2[CH:9]=[CH:8][C:7]([O:10][CH2:11][C:12]3[CH:17]=[CH:16][CH:15]=[CH:14][CH:13]=3)=[CH:6][CH:5]=2)=[O:72])=[CH:28][CH:33]=1. The catalyst class is: 85.